The task is: Predict the reaction yield, written as a fraction of the theoretical maximum amount of product (1.0 means a 100% yield; for example, 0.34 means a 34% yield).. This data is from Reaction yield outcomes from USPTO patents with 853,638 reactions. (1) The reactants are [NH2:1][C:2]1[CH:7]=[CH:6][C:5]([C:8]2([C:11]([O:13][CH3:14])=[O:12])[CH2:10][CH2:9]2)=[CH:4][C:3]=1[C:15]#[C:16][Si](C)(C)C. The catalyst is CN(C=O)C.[Cu]I. The product is [NH:1]1[C:2]2[C:3](=[CH:4][C:5]([C:8]3([C:11]([O:13][CH3:14])=[O:12])[CH2:10][CH2:9]3)=[CH:6][CH:7]=2)[CH:15]=[CH:16]1. The yield is 0.510. (2) The product is [C:37]([N:23]1[CH2:22][CH2:21][CH:20]([CH2:19][NH:18][C:5]2[CH:4]=[CH:3][C:2]([Cl:1])=[CH:17][C:6]=2[C:7]([NH:9][C:10]2[CH:15]=[CH:14][C:13]([Cl:16])=[CH:12][N:11]=2)=[O:8])[CH2:25][CH2:24]1)(=[O:41])[CH2:38][CH2:39][CH3:40]. The yield is 0.130. The catalyst is C(Cl)(Cl)Cl. The reactants are [Cl:1][C:2]1[CH:3]=[CH:4][C:5]([NH:18][CH2:19][CH:20]2[CH2:25][CH2:24][NH:23][CH2:22][CH2:21]2)=[C:6]([CH:17]=1)[C:7]([NH:9][C:10]1[CH:15]=[CH:14][C:13]([Cl:16])=[CH:12][N:11]=1)=[O:8].C1CCNCC1.CC=C(C)C.[C:37](Cl)(=[O:41])[CH2:38][CH2:39][CH3:40]. (3) The reactants are [Br:1][C:2]1[N:7]=[C:6]([C@@:8]2([CH:15]([F:17])[F:16])[NH:13][C:12](=S)[CH2:11][O:10][CH2:9]2)[C:5]([F:18])=[CH:4][CH:3]=1.[NH3:19]. The catalyst is CO.C(OCC)(=O)C. The product is [Br:1][C:2]1[N:7]=[C:6]([C@:8]2([CH:15]([F:17])[F:16])[CH2:9][O:10][CH2:11][C:12]([NH2:19])=[N:13]2)[C:5]([F:18])=[CH:4][CH:3]=1. The yield is 0.310. (4) The reactants are C(OC(=O)[CH:5]([C:16]1[CH:21]=[CH:20][C:19]([N+:22]([O-:24])=[O:23])=[CH:18][CH:17]=1)[C:6]1[CH:11]=[CH:10][N:9]=[C:8]([C:12]([F:15])([F:14])[F:13])[CH:7]=1)C.O.[Li+].[OH-]. The catalyst is CO. The product is [N+:22]([C:19]1[CH:18]=[CH:17][C:16]([CH2:5][C:6]2[CH:11]=[CH:10][N:9]=[C:8]([C:12]([F:15])([F:13])[F:14])[CH:7]=2)=[CH:21][CH:20]=1)([O-:24])=[O:23]. The yield is 0.290.